This data is from NCI-60 drug combinations with 297,098 pairs across 59 cell lines. The task is: Regression. Given two drug SMILES strings and cell line genomic features, predict the synergy score measuring deviation from expected non-interaction effect. (1) Drug 1: C#CCC(CC1=CN=C2C(=N1)C(=NC(=N2)N)N)C3=CC=C(C=C3)C(=O)NC(CCC(=O)O)C(=O)O. Drug 2: C1C(C(OC1N2C=NC3=C2NC=NCC3O)CO)O. Cell line: PC-3. Synergy scores: CSS=0.371, Synergy_ZIP=4.85, Synergy_Bliss=-0.391, Synergy_Loewe=-0.696, Synergy_HSA=-0.824. (2) Drug 1: C1=NC(=NC(=O)N1C2C(C(C(O2)CO)O)O)N. Synergy scores: CSS=26.4, Synergy_ZIP=-13.1, Synergy_Bliss=-1.25, Synergy_Loewe=-8.14, Synergy_HSA=-4.08. Drug 2: C1=CC=C(C=C1)NC(=O)CCCCCCC(=O)NO. Cell line: OVCAR-5. (3) Drug 1: CC1=C(C=C(C=C1)C(=O)NC2=CC(=CC(=C2)C(F)(F)F)N3C=C(N=C3)C)NC4=NC=CC(=N4)C5=CN=CC=C5. Drug 2: CCC1(CC2CC(C3=C(CCN(C2)C1)C4=CC=CC=C4N3)(C5=C(C=C6C(=C5)C78CCN9C7C(C=CC9)(C(C(C8N6C)(C(=O)OC)O)OC(=O)C)CC)OC)C(=O)OC)O.OS(=O)(=O)O. Cell line: HCC-2998. Synergy scores: CSS=0.781, Synergy_ZIP=-0.768, Synergy_Bliss=-7.08, Synergy_Loewe=-6.55, Synergy_HSA=-9.17. (4) Drug 1: C1=NC2=C(N=C(N=C2N1C3C(C(C(O3)CO)O)F)Cl)N. Drug 2: CC1CCC2CC(C(=CC=CC=CC(CC(C(=O)C(C(C(=CC(C(=O)CC(OC(=O)C3CCCCN3C(=O)C(=O)C1(O2)O)C(C)CC4CCC(C(C4)OC)OCCO)C)C)O)OC)C)C)C)OC. Cell line: SN12C. Synergy scores: CSS=4.19, Synergy_ZIP=-1.32, Synergy_Bliss=-1.39, Synergy_Loewe=-23.4, Synergy_HSA=-6.23. (5) Drug 1: C1=CC(=CC=C1C#N)C(C2=CC=C(C=C2)C#N)N3C=NC=N3. Drug 2: CC1=C(N=C(N=C1N)C(CC(=O)N)NCC(C(=O)N)N)C(=O)NC(C(C2=CN=CN2)OC3C(C(C(C(O3)CO)O)O)OC4C(C(C(C(O4)CO)O)OC(=O)N)O)C(=O)NC(C)C(C(C)C(=O)NC(C(C)O)C(=O)NCCC5=NC(=CS5)C6=NC(=CS6)C(=O)NCCC[S+](C)C)O. Cell line: OVCAR-5. Synergy scores: CSS=23.2, Synergy_ZIP=-4.82, Synergy_Bliss=0.0215, Synergy_Loewe=-3.57, Synergy_HSA=0.848. (6) Synergy scores: CSS=3.80, Synergy_ZIP=-5.87, Synergy_Bliss=-10.0, Synergy_Loewe=-11.9, Synergy_HSA=-11.3. Drug 2: C(CC(=O)O)C(=O)CN.Cl. Drug 1: CNC(=O)C1=CC=CC=C1SC2=CC3=C(C=C2)C(=NN3)C=CC4=CC=CC=N4. Cell line: SK-MEL-2.